This data is from Reaction yield outcomes from USPTO patents with 853,638 reactions. The task is: Predict the reaction yield, written as a fraction of the theoretical maximum amount of product (1.0 means a 100% yield; for example, 0.34 means a 34% yield). (1) The reactants are [N:1]1[N:2]=[CH:3][N:4]2[CH2:9][CH2:8][NH:7][CH2:6][C:5]=12.Cl[CH2:11][CH2:12][CH2:13][O:14][C:15]1[CH:16]=[C:17]2[C:22](=[CH:23][C:24]=1[O:25][CH3:26])[N:21]=[CH:20][N:19]=[C:18]2[NH:27][C:28]1[CH:33]=[CH:32][CH:31]=[C:30]([C:34]#[CH:35])[CH:29]=1.C(Cl)Cl. The catalyst is CN(C=O)C. The product is [N:1]1[N:2]=[CH:3][N:4]2[CH2:9][CH2:8][N:7]([CH2:11][CH2:12][CH2:13][O:14][C:15]3[CH:16]=[C:17]4[C:22](=[CH:23][C:24]=3[O:25][CH3:26])[N:21]=[CH:20][N:19]=[C:18]4[NH:27][C:28]3[CH:33]=[CH:32][CH:31]=[C:30]([C:34]#[CH:35])[CH:29]=3)[CH2:6][C:5]=12. The yield is 0.205. (2) The reactants are FC(F)(F)C(O)=O.C(OC([N:15]1[CH2:20][CH2:19][N:18]([C:21]2[CH:26]=[CH:25][C:24]([NH:27][C:28]([NH:30][C:31]3[CH:36]=[C:35]([CH3:37])[CH:34]=[CH:33][C:32]=3[O:38][CH3:39])=[O:29])=[CH:23][CH:22]=2)[CH2:17][CH:16]1[CH3:40])=O)(C)(C)C.C1(OC)C=CC=CC=1. The catalyst is ClCCl. The product is [CH3:39][O:38][C:32]1[CH:33]=[CH:34][C:35]([CH3:37])=[CH:36][C:31]=1[NH:30][C:28]([NH:27][C:24]1[CH:23]=[CH:22][C:21]([N:18]2[CH2:19][CH2:20][NH:15][CH:16]([CH3:40])[CH2:17]2)=[CH:26][CH:25]=1)=[O:29]. The yield is 0.980. (3) The reactants are N[C:2]1[C:7]([OH:8])=[C:6]([O:9][CH3:10])[CH:5]=[C:4]([CH3:11])[N:3]=1.C=O.[C:14]([BH3-])#[N:15].[Na+].[C:18](O)(=O)C. The yield is 1.00. The catalyst is C(#N)C.C(=O)([O-])O.[Na+]. The product is [CH3:18][N:15]([CH3:14])[C:2]1[C:7]([OH:8])=[C:6]([O:9][CH3:10])[CH:5]=[C:4]([CH3:11])[N:3]=1. (4) The reactants are Cl[C:2]1[C:11]2[C:6](=[CH:7][C:8]([O:14][CH2:15][CH2:16][CH2:17][N:18]3[CH2:23][CH2:22][N:21]([CH3:24])[CH2:20][C:19]3=[O:25])=[C:9]([O:12][CH3:13])[CH:10]=2)[N:5]=[CH:4][N:3]=1.[Cl:26][C:27]1[CH:35]=[C:34]([C:36]#[C:37][CH2:38][O:39][CH3:40])[C:30]2[O:31][CH2:32][O:33][C:29]=2[C:28]=1[NH2:41].C[Si]([N-][Si](C)(C)C)(C)C.[Na+]. The catalyst is CN(C=O)C. The product is [Cl:26][C:27]1[CH:35]=[C:34]([C:36]#[C:37][CH2:38][O:39][CH3:40])[C:30]2[O:31][CH2:32][O:33][C:29]=2[C:28]=1[NH:41][C:2]1[C:11]2[C:6](=[CH:7][C:8]([O:14][CH2:15][CH2:16][CH2:17][N:18]3[CH2:23][CH2:22][N:21]([CH3:24])[CH2:20][C:19]3=[O:25])=[C:9]([O:12][CH3:13])[CH:10]=2)[N:5]=[CH:4][N:3]=1. The yield is 0.760. (5) The reactants are [CH:1]1([N:7]([CH2:16][CH2:17][CH2:18][CH2:19][CH2:20][CH2:21][OH:22])[C:8](=[O:15])[C:9]2[CH:14]=[CH:13][CH:12]=[CH:11][CH:10]=2)[CH2:6][CH2:5][CH2:4][CH2:3][CH2:2]1.CC(OI1(OC(C)=O)(OC(C)=O)OC(=O)C2C=CC=CC1=2)=O. The catalyst is C(Cl)Cl. The product is [CH:1]1([N:7]([CH2:16][CH2:17][CH2:18][CH2:19][CH2:20][CH:21]=[O:22])[C:8](=[O:15])[C:9]2[CH:14]=[CH:13][CH:12]=[CH:11][CH:10]=2)[CH2:2][CH2:3][CH2:4][CH2:5][CH2:6]1. The yield is 0.800. (6) No catalyst specified. The yield is 1.00. The reactants are [C:1]([NH:5][C:6](=[O:8])[OH:7])([CH3:4])([CH3:3])[CH3:2].C[O:10][CH2:11][C:12]1([S:15]([NH2:18])(=[O:17])=[O:16])[CH2:14][CH2:13]1.[CH3:19][C:20]1[O:24][N:23]=[C:22]([CH3:25])[C:21]=1[N:26]=C=O. The product is [C:1]([NH:5][C:6](=[O:7])[OH:8])([CH3:4])([CH3:3])[CH3:2].[CH3:25][C:22]1[C:21]([NH:26][C:11]([C:12]2([S:15]([NH2:18])(=[O:17])=[O:16])[CH2:14][CH2:13]2)=[O:10])=[C:20]([CH3:19])[O:24][N:23]=1.